Dataset: Catalyst prediction with 721,799 reactions and 888 catalyst types from USPTO. Task: Predict which catalyst facilitates the given reaction. (1) Reactant: [N:1]1([C:7]2[CH:12]=[CH:11][C:10]([NH:13][C:14]([C:16]3[C:17]([C:22]4[CH:27]=[CH:26][C:25]([C:28]([F:31])([F:30])[F:29])=[CH:24][CH:23]=4)=[CH:18][CH:19]=[CH:20][CH:21]=3)=[O:15])=[CH:9][CH:8]=2)[CH2:6][CH2:5][NH:4][CH2:3][CH2:2]1.CCN(CC)CC.[C:39]([C:41]1[CH:42]=[C:43]([CH:47]=[CH:48][CH:49]=1)[C:44](Cl)=[O:45])#[N:40]. Product: [C:39]([C:41]1[CH:42]=[C:43]([CH:47]=[CH:48][CH:49]=1)[C:44]([N:4]1[CH2:5][CH2:6][N:1]([C:7]2[CH:8]=[CH:9][C:10]([NH:13][C:14]([C:16]3[C:17]([C:22]4[CH:27]=[CH:26][C:25]([C:28]([F:29])([F:31])[F:30])=[CH:24][CH:23]=4)=[CH:18][CH:19]=[CH:20][CH:21]=3)=[O:15])=[CH:11][CH:12]=2)[CH2:2][CH2:3]1)=[O:45])#[N:40]. The catalyst class is: 2. (2) Reactant: C(OC([N:8]1[CH2:13][CH2:12][CH:11]([O:14][C:15]2[N:16]=[N:17][C:18]([CH2:40][CH2:41][CH2:42][CH3:43])=[C:19]([C:21]3[CH:26]=[CH:25][C:24]([O:27][CH:28]4[CH2:33][CH2:32][CH2:31][CH2:30][CH2:29]4)=[C:23]([C:34]4[N:38]([CH3:39])[N:37]=[N:36][N:35]=4)[CH:22]=3)[CH:20]=2)[CH2:10][CH2:9]1)=O)(C)(C)C.[ClH:44]. Product: [ClH:44].[ClH:44].[CH2:40]([C:18]1[N:17]=[N:16][C:15]([O:14][CH:11]2[CH2:12][CH2:13][NH:8][CH2:9][CH2:10]2)=[CH:20][C:19]=1[C:21]1[CH:26]=[CH:25][C:24]([O:27][CH:28]2[CH2:29][CH2:30][CH2:31][CH2:32][CH2:33]2)=[C:23]([C:34]2[N:38]([CH3:39])[N:37]=[N:36][N:35]=2)[CH:22]=1)[CH2:41][CH2:42][CH3:43]. The catalyst class is: 135.